From a dataset of Reaction yield outcomes from USPTO patents with 853,638 reactions. Predict the reaction yield, written as a fraction of the theoretical maximum amount of product (1.0 means a 100% yield; for example, 0.34 means a 34% yield). The reactants are [CH2:1](Br)[C:2]#[C:3][CH3:4].[F:6][CH:7]([F:18])[O:8][C:9]1[CH:16]=[CH:15][C:12]([CH:13]=[O:14])=[CH:11][C:10]=1[OH:17].C(=O)([O-])[O-].[K+].[K+]. The catalyst is C(#N)C. The product is [CH2:1]([O:17][C:10]1[CH:11]=[C:12]([CH:15]=[CH:16][C:9]=1[O:8][CH:7]([F:6])[F:18])[CH:13]=[O:14])[C:2]#[C:3][CH3:4]. The yield is 0.970.